Dataset: Reaction yield outcomes from USPTO patents with 853,638 reactions. Task: Predict the reaction yield, written as a fraction of the theoretical maximum amount of product (1.0 means a 100% yield; for example, 0.34 means a 34% yield). (1) The reactants are CSC.B.[Br:5][C:6]1[CH:14]=[CH:13][C:9]([C:10](O)=[O:11])=[C:8]([CH3:15])[CH:7]=1. The catalyst is O1CCCC1. The product is [Br:5][C:6]1[CH:14]=[CH:13][C:9]([CH2:10][OH:11])=[C:8]([CH3:15])[CH:7]=1. The yield is 0.912. (2) The catalyst is ClCCCl. The product is [CH2:1]([N:8]1[CH2:13][CH2:12][C:11]2([C:21]3[C:16](=[CH:17][CH:18]=[CH:19][C:20]=3[CH2:22][NH:23][CH:36]3[CH2:40][CH2:39][CH2:38][CH2:37]3)[N:15]([C:24]3[C:25]4[CH:32]([CH:33]([CH3:35])[CH3:34])[CH2:31][CH2:30][C:26]=4[N:27]=[CH:28][N:29]=3)[CH2:14]2)[CH2:10][CH2:9]1)[C:2]1[CH:3]=[CH:4][CH:5]=[CH:6][CH:7]=1. The reactants are [CH2:1]([N:8]1[CH2:13][CH2:12][C:11]2([C:21]3[C:16](=[CH:17][CH:18]=[CH:19][C:20]=3[CH2:22][NH2:23])[N:15]([C:24]3[C:25]4[CH:32]([CH:33]([CH3:35])[CH3:34])[CH2:31][CH2:30][C:26]=4[N:27]=[CH:28][N:29]=3)[CH2:14]2)[CH2:10][CH2:9]1)[C:2]1[CH:7]=[CH:6][CH:5]=[CH:4][CH:3]=1.[C:36]1(=O)[CH2:40][CH2:39][CH2:38][CH2:37]1.[BH-](OC(C)=O)(OC(C)=O)OC(C)=O.[Na+]. The yield is 0.910. (3) The reactants are ClCCN1CCOCC1.CS(OC1CCN(C(OC(C)(C)C)=O)CC1)(=O)=O.[F:28][C:29]1[CH:34]=[CH:33][C:32]([CH:35]([OH:67])[C:36]2[N:45]=[C:44]([NH:46][C:47]3[CH:51]=[C:50]([CH3:52])[NH:49][N:48]=3)[C:43]3[C:38](=[CH:39][C:40]([O:53][CH:54]4[CH2:59][CH2:58][N:57](C(OC(C)(C)C)=O)[CH2:56][CH2:55]4)=[CH:41][CH:42]=3)[N:37]=2)=[CH:31][CH:30]=1.Cl.O1CCOCC1. No catalyst specified. The product is [F:28][C:29]1[CH:30]=[CH:31][C:32]([CH:35]([C:36]2[N:45]=[C:44]([NH:46][C:47]3[CH:51]=[C:50]([CH3:52])[NH:49][N:48]=3)[C:43]3[C:38](=[CH:39][C:40]([O:53][CH:54]4[CH2:55][CH2:56][NH:57][CH2:58][CH2:59]4)=[CH:41][CH:42]=3)[N:37]=2)[OH:67])=[CH:33][CH:34]=1. The yield is 0.210. (4) The reactants are [CH3:1][O:2][C:3](=[O:12])[CH2:4][C:5]1[CH:10]=[CH:9][C:8]([OH:11])=[CH:7][CH:6]=1.C([O-])([O-])=O.[K+].[K+].[CH2:19](Cl)[C:20]1[CH:25]=[CH:24][CH:23]=[CH:22][CH:21]=1. The catalyst is CN(C=O)C. The product is [CH3:1][O:2][C:3](=[O:12])[CH2:4][C:5]1[CH:10]=[CH:9][C:8]([O:11][CH2:19][C:20]2[CH:25]=[CH:24][CH:23]=[CH:22][CH:21]=2)=[CH:7][CH:6]=1. The yield is 0.910.